From a dataset of Peptide-MHC class II binding affinity with 134,281 pairs from IEDB. Regression. Given a peptide amino acid sequence and an MHC pseudo amino acid sequence, predict their binding affinity value. This is MHC class II binding data. (1) The binding affinity (normalized) is 0.112. The peptide sequence is ILNTWLVKPGAGIMI. The MHC is DRB3_0202 with pseudo-sequence DRB3_0202. (2) The peptide sequence is PELQNFLNFLEANGL. The MHC is DRB4_0101 with pseudo-sequence DRB4_0103. The binding affinity (normalized) is 0.501.